This data is from Cav3 T-type calcium channel HTS with 100,875 compounds. The task is: Binary Classification. Given a drug SMILES string, predict its activity (active/inactive) in a high-throughput screening assay against a specified biological target. (1) The compound is O(C(=O)C1CN(CCC1)C1=C(Nc2cc(ccc2)C)C(=O)C1=O)CC. The result is 0 (inactive). (2) The result is 0 (inactive). The compound is s1c(CC(=O)Nc2cc(OCC)ccc2)ccc1. (3) The result is 0 (inactive). The compound is S1C(Cn2c1nnc2c1sccc1)C.